Dataset: Reaction yield outcomes from USPTO patents with 853,638 reactions. Task: Predict the reaction yield, written as a fraction of the theoretical maximum amount of product (1.0 means a 100% yield; for example, 0.34 means a 34% yield). (1) The reactants are C(OC(=O)[NH:7][CH:8]1[CH2:13][C@@H:12]([C:14]2[C:19]([F:20])=[CH:18][CH:17]=[C:16]([F:21])[C:15]=2[F:22])[C@@H:11]([CH3:23])[N:10]([CH2:24][C:25]([F:28])([F:27])[F:26])[C:9]1=[O:29])(C)(C)C.C1(C)C=CC(S(=O)=O)=CC=1.C([O-])([O-])=O.[K+].[K+].[C:47]([NH:50][C@H:51]([C:59]([OH:61])=[O:60])[CH2:52][C:53]1[CH:58]=[CH:57][CH:56]=[CH:55][CH:54]=1)(=[O:49])[CH3:48]. The catalyst is OC1C=CC([N+]([O-])=O)=CC=1C=O. The product is [C:47]([NH:50][C@@H:51]([CH2:52][C:53]1[CH:58]=[CH:57][CH:56]=[CH:55][CH:54]=1)[C:59]([O-:61])=[O:60])(=[O:49])[CH3:48].[CH3:23][C@H:11]1[N:10]([CH2:24][C:25]([F:26])([F:28])[F:27])[C:9](=[O:29])[C@@H:8]([NH3+:7])[CH2:13][C@H:12]1[C:14]1[C:19]([F:20])=[CH:18][CH:17]=[C:16]([F:21])[C:15]=1[F:22]. The yield is 0.890. (2) The product is [OH:25][CH:12]([CH2:13][CH2:14][CH2:15][CH2:16][C:17]([CH3:24])([CH3:23])[C:18]([OH:20])=[O:19])[CH2:11][CH2:10][CH2:9][CH2:8][C:7]([CH3:27])([CH3:26])[C:6]([OH:28])=[O:5]. The reactants are [OH-].[K+].C([O:5][C:6](=[O:28])[C:7]([CH3:27])([CH3:26])[CH2:8][CH2:9][CH2:10][CH2:11][CH:12]([OH:25])[CH2:13][CH2:14][CH2:15][CH2:16][C:17]([CH3:24])([CH3:23])[C:18]([O:20]CC)=[O:19])C. The catalyst is O.C(O)C. The yield is 0.950. (3) The reactants are [NH3:1].C([O:4][C:5](=O)[CH2:6][C:7]1[N:11]2[CH:12]=[CH:13][CH:14]=[CH:15][C:10]2=[N:9][CH:8]=1)C. The catalyst is CO. The product is [N:9]1[CH:8]=[C:7]([CH2:6][C:5]([NH2:1])=[O:4])[N:11]2[CH:12]=[CH:13][CH:14]=[CH:15][C:10]=12. The yield is 0.582. (4) The reactants are Cl[C:2]1[C:11]2[C:6](=[CH:7][C:8]([O:14][CH3:15])=[C:9]([O:12][CH3:13])[CH:10]=2)[N:5]=[CH:4][CH:3]=1.[Br:16][C:17]1[C:22]([OH:23])=[CH:21][CH:20]=[CH:19][N:18]=1. The product is [Br:16][C:17]1[C:22]([O:23][C:2]2[C:11]3[C:6](=[CH:7][C:8]([O:14][CH3:15])=[C:9]([O:12][CH3:13])[CH:10]=3)[N:5]=[CH:4][CH:3]=2)=[CH:21][CH:20]=[CH:19][N:18]=1. The yield is 0.0600. The catalyst is CN(C)C1C=CN=CC=1.ClC1C=CC=CC=1Cl. (5) The reactants are [C:1]1([O:7][C:8](=[O:18])[NH:9][C:10]2[S:14][N:13]=[C:12]([SH:15])[C:11]=2[C:16]#[N:17])[CH:6]=[CH:5][CH:4]=[CH:3][CH:2]=1.C(C1C=C(C)C=C(C(C)(C)C)C=1[OH:34])(C)(C)C.S(=O)(=O)(O)O.[BH4-].[Na+].Cl. No catalyst specified. The product is [C:1]1([O:7][C:8](=[O:18])[NH:9][C:10]2[S:14][N:13]=[C:12]([SH:15])[C:11]=2[C:16](=[O:34])[NH2:17])[CH:2]=[CH:3][CH:4]=[CH:5][CH:6]=1. The yield is 0.810. (6) The reactants are C[O:2][C:3](=[O:32])[C:4]1[CH:9]=[CH:8][C:7]([O:10][C:11]2[CH:16]=[CH:15][C:14]([CH2:17][CH:18]([NH:24][C:25]([O:27][C:28]([CH3:31])([CH3:30])[CH3:29])=[O:26])[C:19](=[O:23])[N:20]([CH3:22])[CH3:21])=[CH:13][CH:12]=2)=[N:6][CH:5]=1.[OH-].[Li+]. The catalyst is C1COCC1.O. The product is [C:28]([O:27][C:25]([NH:24][CH:18]([C:19](=[O:23])[N:20]([CH3:21])[CH3:22])[CH2:17][C:14]1[CH:15]=[CH:16][C:11]([O:10][C:7]2[CH:8]=[CH:9][C:4]([C:3]([OH:32])=[O:2])=[CH:5][N:6]=2)=[CH:12][CH:13]=1)=[O:26])([CH3:30])([CH3:29])[CH3:31]. The yield is 0.970.